Dataset: Forward reaction prediction with 1.9M reactions from USPTO patents (1976-2016). Task: Predict the product of the given reaction. (1) Given the reactants [NH2:1][C:2]1[C:11]2[C:6](=[CH:7][CH:8]=[CH:9][C:10]=2[O:12][CH2:13][C@@H:14]([NH2:18])[CH:15]([CH3:17])[CH3:16])[N:5]=[C:4]([CH3:19])[C:3]=1[C:20]([O:22][CH2:23][CH3:24])=[O:21].[OH:25][C:26]1[CH:27]=[C:28]([CH:32]=[CH:33][CH:34]=1)[C:29](O)=[O:30], predict the reaction product. The product is: [NH2:1][C:2]1[C:11]2[C:6](=[CH:7][CH:8]=[CH:9][C:10]=2[O:12][CH2:13][C@@H:14]([NH:18][C:29](=[O:30])[C:28]2[CH:32]=[CH:33][CH:34]=[C:26]([OH:25])[CH:27]=2)[CH:15]([CH3:17])[CH3:16])[N:5]=[C:4]([CH3:19])[C:3]=1[C:20]([O:22][CH2:23][CH3:24])=[O:21]. (2) Given the reactants [F:1][C:2]1[CH:7]=[C:6]([F:8])[CH:5]=[CH:4][C:3]=1[C:9]1[CH:10]=[C:11]([CH:15]=[C:16]([C:18]2[CH:19]=[N:20][C:21]([CH3:24])=[N:22][CH:23]=2)[N:17]=1)[C:12]([OH:14])=O.[O-:25][N+:26]1[C:31]([C:32]([F:35])([F:34])[F:33])=[CH:30][CH:29]=[C:28]([C@H:36]([NH2:38])[CH3:37])[CH:27]=1.CN(C(ON1N=NC2C=CC=NC1=2)=[N+](C)C)C.F[P-](F)(F)(F)(F)F.C(N(C(C)C)CC)(C)C, predict the reaction product. The product is: [F:1][C:2]1[CH:7]=[C:6]([F:8])[CH:5]=[CH:4][C:3]=1[C:9]1[CH:10]=[C:11]([CH:15]=[C:16]([C:18]2[CH:19]=[N:20][C:21]([CH3:24])=[N:22][CH:23]=2)[N:17]=1)[C:12]([NH:38][C@@H:36]([C:28]1[CH:27]=[N+:26]([O-:25])[C:31]([C:32]([F:33])([F:34])[F:35])=[CH:30][CH:29]=1)[CH3:37])=[O:14]. (3) The product is: [CH3:1][O:2][C:3]([C:5]1[S:6][C:7]([C:11]#[C:12][C:13]([CH3:16])([CH3:15])[CH3:14])=[CH:8][C:9]=1[N:34]1[C:33](=[O:35])[CH2:32][O:31][CH2:30][C@H:29]1[CH:23]1[CH2:28][CH2:27][CH2:26][CH2:25][CH2:24]1)=[O:4]. Given the reactants [CH3:1][O:2][C:3]([C:5]1[S:6][C:7]([C:11]#[C:12][C:13]([CH3:16])([CH3:15])[CH3:14])=[CH:8][C:9]=1Br)=[O:4].C([O-])([O-])=O.[K+].[K+].[CH:23]1([CH:29]2[NH:34][C:33](=[O:35])[CH2:32][O:31][CH2:30]2)[CH2:28][CH2:27][CH2:26][CH2:25][CH2:24]1, predict the reaction product. (4) Given the reactants [NH2:1][CH2:2][CH2:3][C:4]1[CH:9]=[CH:8][C:7]([OH:10])=[CH:6][CH:5]=1.[Cl:11][C:12]1[CH:17]=[CH:16][CH:15]=[CH:14][C:13]=1[C:18]1[C:22]([C:23]([O:25][CH3:26])=[O:24])=[CH:21][N:20]([C:27]2[CH:32]=[CH:31][N:30]=[C:29](Cl)[N:28]=2)[N:19]=1, predict the reaction product. The product is: [Cl:11][C:12]1[CH:17]=[CH:16][CH:15]=[CH:14][C:13]=1[C:18]1[C:22]([C:23]([O:25][CH3:26])=[O:24])=[CH:21][N:20]([C:27]2[CH:32]=[CH:31][N:30]=[C:29]([NH:1][CH2:2][CH2:3][C:4]3[CH:9]=[CH:8][C:7]([OH:10])=[CH:6][CH:5]=3)[N:28]=2)[N:19]=1. (5) Given the reactants C(OC(=O)[NH:7][CH:8]1[C:26](=[O:27])[N:25]2[CH:21]([CH2:22][CH:23]([O:28][C:29]3[C:38]4[C:33](=[CH:34][CH:35]=[CH:36][CH:37]=4)[CH:32]=[CH:31][N:30]=3)[CH2:24]2)[C:20](=[O:39])[NH:19][C:18]2([C:40]([NH:42][S:43]([CH:46]3[CH2:48][CH2:47]3)(=[O:45])=[O:44])=[O:41])[CH:16]([CH2:17]2)[CH:15]=[CH:14][CH2:13][CH2:12][CH2:11][CH2:10][CH2:9]1)(C)(C)C.[ClH:50].O1CCOCC1, predict the reaction product. The product is: [ClH:50].[ClH:50].[NH2:7][CH:8]1[C:26](=[O:27])[N:25]2[CH:21]([CH2:22][CH:23]([O:28][C:29]3[C:38]4[C:33](=[CH:34][CH:35]=[CH:36][CH:37]=4)[CH:32]=[CH:31][N:30]=3)[CH2:24]2)[C:20](=[O:39])[NH:19][C:18]2([C:40]([NH:42][S:43]([CH:46]3[CH2:47][CH2:48]3)(=[O:44])=[O:45])=[O:41])[CH:16]([CH2:17]2)[CH:15]=[CH:14][CH2:13][CH2:12][CH2:11][CH2:10][CH2:9]1. (6) Given the reactants [Cl:1][C:2]1[CH:3]=[C:4]([CH:10]=[C:11]([C:13]([F:16])([F:15])[F:14])[N:12]=1)C(OCC)=O.[CH3:17][Mg]Br.C([O:22][CH2:23][CH3:24])C, predict the reaction product. The product is: [Cl:1][C:2]1[CH:3]=[C:4]([C:23]([OH:22])([CH3:24])[CH3:17])[CH:10]=[C:11]([C:13]([F:14])([F:15])[F:16])[N:12]=1. (7) Given the reactants [CH2:1]([O:8][C:9]([N:11]1[CH2:17][CH2:16][CH2:15][CH2:14][C:13]2[CH:18]=[C:19]([N:22]3[CH2:26][CH:25]([CH2:27][N:28]=[N+]=[N-])[O:24][C:23]3=[O:31])[CH:20]=[CH:21][C:12]1=2)=[O:10])[C:2]1[CH:7]=[CH:6][CH:5]=[CH:4][CH:3]=1, predict the reaction product. The product is: [CH2:1]([O:8][C:9]([N:11]1[CH2:17][CH2:16][CH2:15][CH2:14][C:13]2[CH:18]=[C:19]([N:22]3[CH2:26][CH:25]([CH2:27][NH2:28])[O:24][C:23]3=[O:31])[CH:20]=[CH:21][C:12]1=2)=[O:10])[C:2]1[CH:7]=[CH:6][CH:5]=[CH:4][CH:3]=1.